From a dataset of Forward reaction prediction with 1.9M reactions from USPTO patents (1976-2016). Predict the product of the given reaction. The product is: [Cl:1][C:2]1[CH:3]=[CH:4][C:5]([CH3:37])=[C:6]([N:8]2[C:15](=[O:16])[C:14]3[CH:13]=[C:12]([C:17]4[CH:18]=[C:19]([C:20]5[NH:40][N:39]=[N:38][N:21]=5)[CH:22]=[CH:23][C:24]=4[O:25][CH3:26])[N:11]([CH:27]([CH3:29])[CH3:28])[C:10]=3[CH:9]2[C:30]2[CH:31]=[CH:32][C:33]([Cl:36])=[CH:34][CH:35]=2)[CH:7]=1. Given the reactants [Cl:1][C:2]1[CH:3]=[CH:4][C:5]([CH3:37])=[C:6]([N:8]2[C:15](=[O:16])[C:14]3[CH:13]=[C:12]([C:17]4[CH:18]=[C:19]([CH:22]=[CH:23][C:24]=4[O:25][CH3:26])[C:20]#[N:21])[N:11]([CH:27]([CH3:29])[CH3:28])[C:10]=3[CH:9]2[C:30]2[CH:35]=[CH:34][C:33]([Cl:36])=[CH:32][CH:31]=2)[CH:7]=1.[N-:38]=[N+:39]=[N-:40].[Na+].[Cl-].[NH4+].Cl, predict the reaction product.